Dataset: Forward reaction prediction with 1.9M reactions from USPTO patents (1976-2016). Task: Predict the product of the given reaction. Given the reactants [CH2:1]([O:3][C:4](=[O:28])[NH:5][C:6]1[CH:11]=[CH:10][CH:9]=[C:8]([CH2:12][N:13]2[C:18](=[O:19])[CH:17]=[CH:16][C:15]([C:20]3[CH:25]=[CH:24][C:23]([C:26]#[N:27])=[CH:22][CH:21]=3)=[N:14]2)[CH:7]=1)[CH3:2], predict the reaction product. The product is: [CH2:1]([O:3][C:4](=[O:28])[NH:5][C:6]1[CH:11]=[CH:10][CH:9]=[C:8]([CH2:12][N:13]2[C:18](=[O:19])[CH:17]=[CH:16][C:15]([C:20]3[CH:21]=[CH:22][C:23]([CH2:26][NH2:27])=[CH:24][CH:25]=3)=[N:14]2)[CH:7]=1)[CH3:2].